Dataset: Full USPTO retrosynthesis dataset with 1.9M reactions from patents (1976-2016). Task: Predict the reactants needed to synthesize the given product. (1) Given the product [O:1]1[CH:5]=[CH:4][CH:3]=[C:2]1[C:6]1[O:7][C:8]([CH3:23])=[C:9]([CH2:11][O:12][C:13]2[CH:14]=[C:15]([CH2:16][OH:17])[CH:18]=[CH:19][C:20]=2[O:21][CH3:22])[N:10]=1, predict the reactants needed to synthesize it. The reactants are: [O:1]1[CH:5]=[CH:4][CH:3]=[C:2]1[C:6]1[O:7][C:8]([CH3:23])=[C:9]([CH2:11][O:12][C:13]2[CH:14]=[C:15]([CH:18]=[CH:19][C:20]=2[O:21][CH3:22])[CH:16]=[O:17])[N:10]=1.C(O)C.[BH4-].[Na+].O. (2) Given the product [ClH:1].[Cl:1][C:2]1[CH:3]=[C:4]([C:12]2[S:16][C:15]([N:17]3[C:34]([CH3:35])=[C:20]4[CH2:21][N:22]([CH2:25][CH2:26][C:27]([OH:29])=[O:28])[CH2:23][CH2:24][C:19]4=[N:18]3)=[N:14][N:13]=2)[CH:5]=[CH:6][C:7]=1[O:8][CH:9]([CH3:10])[CH3:11], predict the reactants needed to synthesize it. The reactants are: [Cl:1][C:2]1[CH:3]=[C:4]([C:12]2[S:16][C:15]([N:17]3[C:34]([CH3:35])=[C:20]4[CH2:21][N:22]([CH2:25][CH2:26][C:27]([O:29]C(C)(C)C)=[O:28])[CH2:23][CH2:24][C:19]4=[N:18]3)=[N:14][N:13]=2)[CH:5]=[CH:6][C:7]=1[O:8][CH:9]([CH3:11])[CH3:10].